This data is from Forward reaction prediction with 1.9M reactions from USPTO patents (1976-2016). The task is: Predict the product of the given reaction. (1) Given the reactants [CH3:1][O:2][C:3](=[O:30])[CH2:4][CH:5]([N:19]1[CH2:27][C:26]2[C:21](=[C:22]([NH2:28])[CH:23]=[CH:24][CH:25]=2)[C:20]1=[O:29])[C:6]1[CH:11]=[CH:10][C:9]([O:12][CH:13]([F:15])[F:14])=[C:8]([O:16][CH2:17][CH3:18])[CH:7]=1.[C:31](Cl)(=[O:33])[CH3:32], predict the reaction product. The product is: [CH3:1][O:2][C:3](=[O:30])[CH2:4][CH:5]([N:19]1[CH2:27][C:26]2[C:21](=[C:22]([NH:28][C:31](=[O:33])[CH3:32])[CH:23]=[CH:24][CH:25]=2)[C:20]1=[O:29])[C:6]1[CH:11]=[CH:10][C:9]([O:12][CH:13]([F:15])[F:14])=[C:8]([O:16][CH2:17][CH3:18])[CH:7]=1. (2) Given the reactants [C:1]([O:4][CH2:5][C:6](Cl)=[O:7])(=[O:3])[CH3:2].[Br:9][C:10]1[N:15]=[CH:14][C:13]([NH2:16])=[C:12]([NH:17][CH:18]([CH3:20])[CH3:19])[CH:11]=1.C(N(CC)CC)C, predict the reaction product. The product is: [Br:9][C:10]1[N:15]=[CH:14][C:13]([NH:16][C:6]([CH2:5][O:4][C:1](=[O:3])[CH3:2])=[O:7])=[C:12]([NH:17][CH:18]([CH3:20])[CH3:19])[CH:11]=1. (3) Given the reactants [CH2:1](/[C:3](=[CH:7]\[C:8](=[O:10])[CH3:9])/[C:4]([NH2:6])=[O:5])[CH3:2].O.[BH4-].[Na+].Cl, predict the reaction product. The product is: [CH2:1](/[C:3](=[CH:7]\[CH:8]([OH:10])[CH3:9])/[C:4]([NH2:6])=[O:5])[CH3:2].